Dataset: Full USPTO retrosynthesis dataset with 1.9M reactions from patents (1976-2016). Task: Predict the reactants needed to synthesize the given product. The reactants are: [CH2:1]([O:8][CH2:9]/[CH:10]=[CH:11]/[C:12]1[CH:13]=[CH:14][C:15]2[C@@H:16]3[C@@H:21]([CH2:22][CH2:23][C:24]=2[CH:25]=1)[C@@H:20]1[CH2:26][CH2:27][C:28]2(OCC[O:29]2)[C@@:19]1([CH3:33])[CH2:18][CH2:17]3)[C:2]1[CH:7]=[CH:6][CH:5]=[CH:4][CH:3]=1.Cl.C(=O)(O)[O-]. Given the product [CH2:1]([O:8][CH2:9]/[CH:10]=[CH:11]/[C:12]1[CH:25]=[C:24]2[C:15](=[CH:14][CH:13]=1)[C@@H:16]1[C@H:21]([C@H:20]3[C@@:19]([CH2:18][CH2:17]1)([CH3:33])[C:28](=[O:29])[CH2:27][CH2:26]3)[CH2:22][CH2:23]2)[C:2]1[CH:3]=[CH:4][CH:5]=[CH:6][CH:7]=1, predict the reactants needed to synthesize it.